Dataset: Full USPTO retrosynthesis dataset with 1.9M reactions from patents (1976-2016). Task: Predict the reactants needed to synthesize the given product. (1) Given the product [CH2:1]([O:4][C:5]1([CH3:35])[CH2:6][CH2:7][N:8]([C:11]2[C:12]3[N:13]([N:28]=[C:29]([C:31]([OH:33])=[O:32])[CH:30]=3)[CH:14]=[C:15]([CH3:27])[C:16]=2[C@H:17]([O:22][C:23]([CH3:26])([CH3:25])[CH3:24])[C:18]([O:20][CH3:21])=[O:19])[CH2:9][CH2:10]1)[CH:2]=[CH2:3], predict the reactants needed to synthesize it. The reactants are: [CH2:1]([O:4][C:5]1([CH3:35])[CH2:10][CH2:9][N:8]([C:11]2[C:12]3[N:13]([N:28]=[C:29]([C:31]([O:33]C)=[O:32])[CH:30]=3)[CH:14]=[C:15]([CH3:27])[C:16]=2[C@H:17]([O:22][C:23]([CH3:26])([CH3:25])[CH3:24])[C:18]([O:20][CH3:21])=[O:19])[CH2:7][CH2:6]1)[CH:2]=[CH2:3].[OH-].[Na+].O. (2) Given the product [Cl:10][C:8]1[C:7]([C:11]#[N:12])=[C:6]([CH:13]2[CH2:14][N:15]([C:17]([O:19][C:20]([CH3:22])([CH3:21])[CH3:23])=[O:18])[CH2:16]2)[C:5]([O:24][CH3:25])=[C:4]([CH:1]([OH:3])[CH3:2])[CH:9]=1, predict the reactants needed to synthesize it. The reactants are: [C:1]([C:4]1[C:5]([O:24][CH3:25])=[C:6]([CH:13]2[CH2:16][N:15]([C:17]([O:19][C:20]([CH3:23])([CH3:22])[CH3:21])=[O:18])[CH2:14]2)[C:7]([C:11]#[N:12])=[C:8]([Cl:10])[CH:9]=1)(=[O:3])[CH3:2]. (3) Given the product [Cl:1][C:2]1[CH:3]=[CH:4][C:5]([C:6]([NH:8][CH:9]([CH2:13][C:14]2[C:23]3[C:18](=[CH:19][CH:20]=[CH:21][CH:22]=3)[NH:17][C:16](=[O:24])[CH:15]=2)[C:10]([S:11][CH2:27][O:28][CH3:29])=[O:12])=[O:7])=[CH:25][CH:26]=1, predict the reactants needed to synthesize it. The reactants are: [Cl:1][C:2]1[CH:26]=[CH:25][C:5]([C:6]([NH:8][CH:9]([CH2:13][C:14]2[C:23]3[C:18](=[CH:19][CH:20]=[CH:21][CH:22]=3)[NH:17][C:16](=[O:24])[CH:15]=2)[C:10]([OH:12])=[S:11])=[O:7])=[CH:4][CH:3]=1.[CH3:27][O:28][CH2:29]Cl. (4) Given the product [Cl:19][C:13]1[CH:14]=[C:15]([Cl:18])[CH:16]=[CH:17][C:12]=1[C:10]1[N:9]([C:6]2[CH:5]=[CH:4][C:3]([O:2][CH3:1])=[CH:8][CH:7]=2)[C:21]([CH3:29])=[C:22]([C:23]([O:25][CH2:26][CH3:27])=[O:24])[N:11]=1, predict the reactants needed to synthesize it. The reactants are: [CH3:1][O:2][C:3]1[CH:8]=[CH:7][C:6]([NH:9][C:10]([C:12]2[CH:17]=[CH:16][C:15]([Cl:18])=[CH:14][C:13]=2[Cl:19])=[NH:11])=[CH:5][CH:4]=1.Br[CH:21]([CH3:29])[C:22](=O)[C:23]([O:25][CH2:26][CH3:27])=[O:24].C([O-])(O)=O.[Na+].